Task: Predict the product of the given reaction.. Dataset: Forward reaction prediction with 1.9M reactions from USPTO patents (1976-2016) (1) Given the reactants CN(C)/[CH:3]=[C:4](\[F:17])/[C:5]([C:7]1[N:11]([CH3:12])[C:10]([C:13]([F:16])([F:15])[F:14])=[N:9][CH:8]=1)=O.[NH2:19][C:20]([NH2:22])=[NH:21].C(=O)([O-])[O-].C[O-].[Na+], predict the reaction product. The product is: [F:17][C:4]1[C:5]([C:7]2[N:11]([CH3:12])[C:10]([C:13]([F:16])([F:14])[F:15])=[N:9][CH:8]=2)=[N:21][C:20]([NH2:22])=[N:19][CH:3]=1. (2) Given the reactants CN([CH:4]=[CH:5][C:6]([C:8]1[CH:13]=[CH:12][C:11]([O:14][CH3:15])=[C:10]([O:16][CH3:17])[CH:9]=1)=[O:7])C.[C:18]1(=[O:25])[CH:23]=[CH:22][C:21](=[O:24])[CH:20]=[CH:19]1, predict the reaction product. The product is: [CH3:17][O:16][C:10]1[CH:9]=[C:8]([C:6]([C:5]2[C:20]3[CH:19]=[C:18]([OH:25])[CH:23]=[CH:22][C:21]=3[O:24][CH:4]=2)=[O:7])[CH:13]=[CH:12][C:11]=1[O:14][CH3:15]. (3) Given the reactants [NH:1]1[CH:5]=[CH:4][C:3]([CH2:6][N:7]2[C:15]3[C:10](=[C:11]([NH:16][C:17]([C:19]4[N:23]5[CH:24]=[CH:25][CH:26]=[CH:27][C:22]5=[N:21][CH:20]=4)=[O:18])[CH:12]=[CH:13][CH:14]=3)[C:9]([CH2:28][CH3:29])=[N:8]2)=[N:2]1.CN(C=O)C.Br[CH2:36][CH3:37].O.[OH-].[Cs+], predict the reaction product. The product is: [CH2:28]([C:9]1[C:10]2[C:15](=[CH:14][CH:13]=[CH:12][C:11]=2[NH:16][C:17]([C:19]2[N:23]3[CH:24]=[CH:25][CH:26]=[CH:27][C:22]3=[N:21][CH:20]=2)=[O:18])[N:7]([CH2:6][C:3]2[CH:4]=[CH:5][N:1]([CH2:36][CH3:37])[N:2]=2)[N:8]=1)[CH3:29]. (4) Given the reactants [OH:1][CH2:2][C:3]1[N:8]=[CH:7][C:6](B(O)O)=[CH:5][CH:4]=1.[Cl:12][CH:13]([Cl:32])[C:14]([N:16]1[C@H:20]([CH2:21][F:22])[C@@H:19]([C:23]2[CH:28]=[CH:27][C:26](I)=[CH:25][CH:24]=2)[O:18][C:17]1([CH3:31])[CH3:30])=[O:15].C([O-])([O-])=O.[Cs+].[Cs+], predict the reaction product. The product is: [Cl:32][CH:13]([Cl:12])[C:14]([N:16]1[C@H:20]([CH2:21][F:22])[C@@H:19]([C:23]2[CH:28]=[CH:27][C:26]([C:6]3[CH:7]=[N:8][C:3]([CH2:2][OH:1])=[CH:4][CH:5]=3)=[CH:25][CH:24]=2)[O:18][C:17]1([CH3:30])[CH3:31])=[O:15]. (5) The product is: [Cl:1][C:2]1[C:3]([OH:11])=[C:4]([CH:8]=[CH:9][CH:10]=1)[C:5]([NH:45][CH:42]1[C:43]2[C:38](=[CH:37][CH:36]=[C:35]([CH3:34])[CH:44]=2)[CH2:39][CH2:40][CH2:41]1)=[O:7]. Given the reactants [Cl:1][C:2]1[CH:10]=[CH:9][CH:8]=[C:4]([C:5]([OH:7])=O)[C:3]=1[OH:11].C1C=CC2N(O)N=NC=2C=1.CCN=C=NCCCN(C)C.Cl.[CH3:34][C:35]1[CH:44]=[C:43]2[C:38]([CH2:39][CH2:40][CH2:41][CH:42]2[NH2:45])=[CH:37][CH:36]=1, predict the reaction product.